This data is from Experimentally validated miRNA-target interactions with 360,000+ pairs, plus equal number of negative samples. The task is: Binary Classification. Given a miRNA mature sequence and a target amino acid sequence, predict their likelihood of interaction. (1) The miRNA is hsa-let-7c-5p with sequence UGAGGUAGUAGGUUGUAUGGUU. The protein sequence of the target gene is MTTAVERKYINIRKRLDQLGYRQTLTVECLPLVEKLFSDLVHTTESLRQSKLSAVKAEKESANFDFVLEPYKLENARLSRENNELYLELMKLREHSDQHVKELKTSLKKCARETADLKFLNNQYAHKLKLLEKESKAKNERIQQLQEKNLHAVVQTPGGKKRSIAFRRQRMQIDEPVPPSEVSSYPVPQPDDPYIADLLQVADNRIQELQQEVHQLQEKLAMMESGVRDYSKQIELREREIERLSVALDGGRSPDVLSLESRNKTNEKLIAHLNIQVDFLQQANKDLEKRIRELMETKET.... Result: 1 (interaction). (2) The miRNA is hsa-miR-3122 with sequence GUUGGGACAAGAGGACGGUCUU. The protein sequence of the target gene is MDNCLAAAALNGVDRRSLQRSARLALEVLERAKRRAVDWHALERPKGCMGVLAREAPHLEKQPAAGPQRVLPGEREERPPTLSASFRTMAEFMDYTSSQCGKYYSSVPEEGGATHVYRYHRGESKLHMCLDIGNGQRKDRKKTSLGPGGSYQISEHAPEASQPAENISKDLYIEVYPGTYSVTVGSNDLTKKTHVVAVDSGQSVDLVFPV. Result: 1 (interaction).